Predict the product of the given reaction. From a dataset of Forward reaction prediction with 1.9M reactions from USPTO patents (1976-2016). (1) Given the reactants C(OC(N(C(OC(C)(C)C)=O)[C:9]1[S:10][C:11]([C:18]([O:20][CH2:21][CH3:22])=[O:19])=[C:12]([C:14](=[O:17])[CH2:15][CH3:16])[N:13]=1)=O)(C)(C)C.[ClH:30].C(OCC)(=O)C.N(OC(C)(C)C)=O, predict the reaction product. The product is: [Cl:30][C:9]1[S:10][C:11]([C:18]([O:20][CH2:21][CH3:22])=[O:19])=[C:12]([C:14](=[O:17])[CH2:15][CH3:16])[N:13]=1. (2) Given the reactants [BH4-].[Na+].[C:3]([C:6]1[C:14]2[N:13]=[C:12]([CH2:15][CH:16]3[CH2:21][CH2:20][CH2:19][CH2:18][N:17]3[C:22]([C:24]3[N:25]=[C:26]([CH3:36])[S:27][C:28]=3[C:29]3[CH:34]=[CH:33][C:32]([F:35])=[CH:31][CH:30]=3)=[O:23])[NH:11][C:10]=2[CH:9]=[CH:8][CH:7]=1)(=[O:5])[CH3:4].O, predict the reaction product. The product is: [F:35][C:32]1[CH:31]=[CH:30][C:29]([C:28]2[S:27][C:26]([CH3:36])=[N:25][C:24]=2[C:22]([N:17]2[CH2:18][CH2:19][CH2:20][CH2:21][CH:16]2[CH2:15][C:12]2[NH:11][C:10]3[CH:9]=[CH:8][CH:7]=[C:6]([CH:3]([OH:5])[CH3:4])[C:14]=3[N:13]=2)=[O:23])=[CH:34][CH:33]=1.